From a dataset of Catalyst prediction with 721,799 reactions and 888 catalyst types from USPTO. Predict which catalyst facilitates the given reaction. (1) Reactant: [O:1]1[CH2:6][CH2:5][N:4]([C:7]2[CH:12]=[CH:11][C:10]([S:13]([NH:16][C:17]3[CH:21]=[CH:20][S:19][C:18]=3[C:22]([O:24]C)=[O:23])(=[O:15])=[O:14])=[CH:9][CH:8]=2)[CH2:3][CH2:2]1.[OH-].[Na+].CO. Product: [N:4]1([C:7]2[CH:12]=[CH:11][C:10]([S:13]([NH:16][C:17]3[CH:21]=[CH:20][S:19][C:18]=3[C:22]([OH:24])=[O:23])(=[O:15])=[O:14])=[CH:9][CH:8]=2)[CH2:5][CH2:6][O:1][CH2:2][CH2:3]1. The catalyst class is: 7. (2) Reactant: C[O:2][C:3]([C:5]1[N:6]=[C:7]([CH2:13][C:14]2[CH:19]=[C:18]([C:20]([F:23])([F:22])[F:21])[CH:17]=[CH:16][C:15]=2[Br:24])[NH:8][C:9](=[O:12])[C:10]=1[OH:11])=O.[CH3:25][NH2:26]. Product: [CH3:25][NH:26][C:3]([C:5]1[N:6]=[C:7]([CH2:13][C:14]2[CH:19]=[C:18]([C:20]([F:21])([F:22])[F:23])[CH:17]=[CH:16][C:15]=2[Br:24])[NH:8][C:9](=[O:12])[C:10]=1[OH:11])=[O:2]. The catalyst class is: 1. (3) Reactant: [CH2:1]([O:8][C:9]1[CH:10]=[C:11]([CH:16]=[C:17]([O:20][CH3:21])[C:18]=1[Br:19])[C:12]([O:14]C)=[O:13])[C:2]1[CH:7]=[CH:6][CH:5]=[CH:4][CH:3]=1.[OH-].[Na+]. Product: [CH2:1]([O:8][C:9]1[CH:10]=[C:11]([CH:16]=[C:17]([O:20][CH3:21])[C:18]=1[Br:19])[C:12]([OH:14])=[O:13])[C:2]1[CH:7]=[CH:6][CH:5]=[CH:4][CH:3]=1. The catalyst class is: 92. (4) Reactant: [H-].[Na+].CS(C)=O.[I-].[CH3:8][S+](C)C.[Br:12][C:13]1[CH:18]=[CH:17][C:16]([C:19](=[O:29])[C:20]([F:28])([F:27])[C:21]2[CH:26]=[CH:25][CH:24]=[CH:23][N:22]=2)=[CH:15][CH:14]=1. Product: [Br:12][C:13]1[CH:14]=[CH:15][C:16]([C:19]2([C:20]([F:27])([F:28])[C:21]3[CH:26]=[CH:25][CH:24]=[CH:23][N:22]=3)[CH2:8][O:29]2)=[CH:17][CH:18]=1. The catalyst class is: 13. (5) Reactant: [F:1][C:2]1[CH:3]=[C:4]2[C:10]3([CH2:15][CH2:14][CH2:13][N:12]([C:16]([O:18][C:19]([CH3:22])([CH3:21])[CH3:20])=[O:17])[CH2:11]3)[C:9](=O)[NH:8][C:5]2=[CH:6][CH:7]=1.COCCO[Al]OCCOC.[Na]. Product: [F:1][C:2]1[CH:3]=[C:4]2[C:10]3([CH2:15][CH2:14][CH2:13][N:12]([C:16]([O:18][C:19]([CH3:22])([CH3:21])[CH3:20])=[O:17])[CH2:11]3)[CH2:9][NH:8][C:5]2=[CH:6][CH:7]=1. The catalyst class is: 11. (6) Reactant: C(OC([NH:8][C:9]1[S:13][C:12]([C:14]2[C:19]([F:20])=[CH:18][CH:17]=[CH:16][C:15]=2[F:21])=[N:11][C:10]=1[C:22]([OH:24])=[O:23])=O)(C)(C)C.Cl.O1CCOCC1. Product: [NH2:8][C:9]1[S:13][C:12]([C:14]2[C:19]([F:20])=[CH:18][CH:17]=[CH:16][C:15]=2[F:21])=[N:11][C:10]=1[C:22]([OH:24])=[O:23]. The catalyst class is: 5.